This data is from Full USPTO retrosynthesis dataset with 1.9M reactions from patents (1976-2016). The task is: Predict the reactants needed to synthesize the given product. (1) Given the product [CH3:12][O:13][C:14]1[CH:19]=[CH:18][C:17]([C:9](=[O:10])[CH2:8][CH2:7][C:1]2[CH:6]=[CH:5][CH:4]=[CH:3][CH:2]=2)=[CH:16][CH:15]=1, predict the reactants needed to synthesize it. The reactants are: [C:1]1([CH2:7][CH2:8][C:9](Cl)=[O:10])[CH:6]=[CH:5][CH:4]=[CH:3][CH:2]=1.[CH3:12][O:13][C:14]1[CH:19]=[CH:18][CH:17]=[CH:16][CH:15]=1.[Al+3].[Cl-].[Cl-].[Cl-].Cl. (2) Given the product [CH3:16][O:15][C:12]1[CH:13]=[CH:14][C:9]([C:7]2([C:6]3[CH:5]=[CH:4][C:3]([O:2][CH3:1])=[CH:18][CH:17]=3)[O:36][C:35]3[CH:34]=[C:33]([C:37]([F:38])([F:40])[F:39])[CH:32]=[C:27]([C:28]([O:30][CH3:31])=[O:29])[C:26]=3[O:8]2)=[CH:10][CH:11]=1, predict the reactants needed to synthesize it. The reactants are: [CH3:1][O:2][C:3]1[CH:18]=[CH:17][C:6]([C:7]([C:9]2[CH:14]=[CH:13][C:12]([O:15][CH3:16])=[CH:11][CH:10]=2)=[O:8])=[CH:5][CH:4]=1.C(Cl)(=O)C(Cl)=O.O[C:26]1[C:35]([OH:36])=[CH:34][C:33]([C:37]([F:40])([F:39])[F:38])=[CH:32][C:27]=1[C:28]([O:30][CH3:31])=[O:29]. (3) Given the product [C:1]([O:5][C:6]([N:8]1[CH2:12][C@@H:11]([CH2:13][N:14]([CH:31]([CH3:32])[CH3:33])[C:15](=[O:30])[C:16]2[CH:21]=[CH:20][C:19]([O:22][CH3:23])=[C:18]([O:24][CH2:25][CH2:26][CH2:27][O:28][CH3:29])[CH:17]=2)[C@H:10]([CH2:34][N:35]([CH:36]2[CH2:37][CH2:38]2)[C:48]([O:46][CH2:45][C:40]([C:41]([O:43][CH3:44])=[O:42])([CH3:47])[CH3:39])=[O:49])[CH2:9]1)=[O:7])([CH3:3])([CH3:4])[CH3:2], predict the reactants needed to synthesize it. The reactants are: [C:1]([O:5][C:6]([N:8]1[CH2:12][C@@H:11]([CH2:13][N:14]([CH:31]([CH3:33])[CH3:32])[C:15](=[O:30])[C:16]2[CH:21]=[CH:20][C:19]([O:22][CH3:23])=[C:18]([O:24][CH2:25][CH2:26][CH2:27][O:28][CH3:29])[CH:17]=2)[C@H:10]([CH2:34][NH:35][CH:36]2[CH2:38][CH2:37]2)[CH2:9]1)=[O:7])([CH3:4])([CH3:3])[CH3:2].[CH3:39][C:40]([CH3:47])([CH2:45][OH:46])[C:41]([O:43][CH3:44])=[O:42].[C:48](=O)(OC(Cl)(Cl)Cl)[O:49]C(Cl)(Cl)Cl.C(OC(C)(C)C)=O. (4) Given the product [Cl:1][C:2]1[CH:3]=[CH:4][C:5]2[O:14][CH2:13][CH2:12][C:11]3[CH:10]=[C:9]([C:15]4[N:38]([C:32]5[CH:33]=[CH:34][C:35]([F:37])=[CH:36][C:31]=5[F:30])[N:39]=[CH:19][N:17]=4)[S:8][C:7]=3[C:6]=2[N:18]=1, predict the reactants needed to synthesize it. The reactants are: [Cl:1][C:2]1[CH:3]=[CH:4][C:5]2[O:14][CH2:13][CH2:12][C:11]3[CH:10]=[C:9]([C:15]([NH2:17])=O)[S:8][C:7]=3[C:6]=2[N:18]=1.[CH3:19]C(N(C)C)=O.CN(C=O)C.[F:30][C:31]1[CH:36]=[C:35]([F:37])[CH:34]=[CH:33][C:32]=1[NH:38][NH2:39]. (5) Given the product [CH3:26][C:24]1[CH:23]=[CH:22][C:21]([O:27][CH2:28][C:29]2[CH:30]=[CH:31][C:32]([F:35])=[CH:33][CH:34]=2)=[C:20]([C:15]2[N:14]([C:6]3[CH:5]=[C:4]([C:9]([O:10][CH:11]([F:13])[F:12])=[CH:8][CH:7]=3)[C:3]([OH:36])=[O:2])[C:18]([CH3:19])=[CH:17][CH:16]=2)[CH:25]=1, predict the reactants needed to synthesize it. The reactants are: C[O:2][C:3](=[O:36])[C:4]1[C:9]([O:10][CH:11]([F:13])[F:12])=[CH:8][CH:7]=[C:6]([N:14]2[C:18]([CH3:19])=[CH:17][CH:16]=[C:15]2[C:20]2[CH:25]=[C:24]([CH3:26])[CH:23]=[CH:22][C:21]=2[O:27][CH2:28][C:29]2[CH:34]=[CH:33][C:32]([F:35])=[CH:31][CH:30]=2)[CH:5]=1. (6) Given the product [Br:8][C:4]1[CH:3]=[C:2]([C:14]2[O:15][CH:16]=[CH:17][CH:18]=2)[CH:7]=[CH:6][CH:5]=1, predict the reactants needed to synthesize it. The reactants are: Br[C:2]1[CH:7]=[CH:6][CH:5]=[C:4]([Br:8])[CH:3]=1.C([Sn](CCCC)(CCCC)[C:14]1[O:15][CH:16]=[CH:17][CH:18]=1)CCC.